From a dataset of Peptide-MHC class II binding affinity with 134,281 pairs from IEDB. Regression. Given a peptide amino acid sequence and an MHC pseudo amino acid sequence, predict their binding affinity value. This is MHC class II binding data. The peptide sequence is AQAVYDFRSIVDYLR. The MHC is DRB1_0404 with pseudo-sequence DRB1_0404. The binding affinity (normalized) is 0.505.